Task: Predict the product of the given reaction.. Dataset: Forward reaction prediction with 1.9M reactions from USPTO patents (1976-2016) (1) Given the reactants [F:1][C:2]1[CH:7]=[CH:6][C:5]([C:8](=O)[CH2:9][C:10]2[CH:15]=[CH:14][CH:13]=[CH:12][CH:11]=2)=[CH:4][CH:3]=1.[CH2:17]([O:19][C:20]1[CH:21]=[C:22]([CH:25]=[C:26]([N+:29]([O-:31])=[O:30])[C:27]=1[OH:28])[CH:23]=O)[CH3:18].[NH2:32][C:33]([NH2:35])=[O:34].Cl, predict the reaction product. The product is: [CH2:17]([O:19][C:20]1[CH:21]=[C:22]([CH:23]2[C:9]([C:10]3[CH:15]=[CH:14][CH:13]=[CH:12][CH:11]=3)=[C:8]([C:5]3[CH:6]=[CH:7][C:2]([F:1])=[CH:3][CH:4]=3)[NH:35][C:33](=[O:34])[NH:32]2)[CH:25]=[C:26]([N+:29]([O-:31])=[O:30])[C:27]=1[OH:28])[CH3:18]. (2) The product is: [C:1]([S:4][CH2:5][C:6]1[CH:7]=[N:8][C:9]2[C:14]([CH:15]=1)=[CH:13][CH:12]=[CH:11][CH:10]=2)(=[O:3])[CH3:2]. Given the reactants [C:1]([S:4][CH2:5][C:6]1[CH:7]=[N:8][C:9]2[C:14]([CH:15]=1)=[CH:13][CH:12]=[CH:11][CH:10]=2)(=[O:3])[CH3:2].Cl.ClCC1C=NC2C(C=1)=CC=CC=2.C([O-])(=S)C.[K+], predict the reaction product. (3) Given the reactants [ClH:1].[CH3:2][O:3][C:4]1[CH:5]=[C:6]([C:14]2[CH:59]=[CH:58][C:17]([C:18]([N:20]3[CH2:25][CH2:24][CH:23]([CH2:26][CH:27]([N:55]([CH3:57])[CH3:56])[CH2:28][CH:29]4[CH2:34][CH2:33][N:32]([C:35](=[O:54])[C:36]5[CH:41]=[CH:40][C:39]([C:42]6[CH:47]=[C:46]([O:48][CH3:49])[C:45]([O:50][CH3:51])=[C:44]([O:52][CH3:53])[CH:43]=6)=[CH:38][CH:37]=5)[CH2:31][CH2:30]4)[CH2:22][CH2:21]3)=[O:19])=[CH:16][CH:15]=2)[CH:7]=[C:8]([O:12][CH3:13])[C:9]=1[O:10][CH3:11], predict the reaction product. The product is: [ClH:1].[CH3:53][O:52][C:44]1[CH:43]=[C:42]([C:39]2[CH:38]=[CH:37][C:36]([C:35]([N:32]3[CH2:31][CH2:30][CH:29]([CH2:28][CH:27]([N:55]([CH3:56])[CH3:57])[CH2:26][CH:23]4[CH2:22][CH2:21][N:20]([C:18](=[O:19])[C:17]5[CH:16]=[CH:15][C:14]([C:6]6[CH:5]=[C:4]([O:3][CH3:2])[C:9]([O:10][CH3:11])=[C:8]([O:12][CH3:13])[CH:7]=6)=[CH:59][CH:58]=5)[CH2:25][CH2:24]4)[CH2:34][CH2:33]3)=[O:54])=[CH:41][CH:40]=2)[CH:47]=[C:46]([O:48][CH3:49])[C:45]=1[O:50][CH3:51].